Dataset: Reaction yield outcomes from USPTO patents with 853,638 reactions. Task: Predict the reaction yield, written as a fraction of the theoretical maximum amount of product (1.0 means a 100% yield; for example, 0.34 means a 34% yield). (1) The reactants are C([N:8]1[CH2:13][CH2:12][Si:11]([CH3:15])([CH3:14])[CH2:10][CH2:9]1)C1C=CC=CC=1.[ClH:16].C(OCC)C. The catalyst is C(O)C. The product is [ClH:16].[CH3:14][Si:11]1([CH3:15])[CH2:12][CH2:13][NH:8][CH2:9][CH2:10]1. The yield is 0.700. (2) The reactants are CO[C:3]1[C:4]([O:24][CH3:25])=[CH:5][C:6]2[N:12]([CH3:13])[C:11](=[O:14])[CH2:10][N:9]=[C:8]([C:15]3[CH:16]=[C:17]([CH:20]=[CH:21][CH:22]=3)[C:18]#[N:19])[C:7]=2[CH:23]=1.C[O:27]C1C=CC2C(C3C=C(C=CC=3)C#N)=NCC(=O)N(C)C=2C=1. No catalyst specified. The product is [CH3:25][O:24][C:4]1[CH:3]=[CH:23][C:7]2[C:8]([C:15]3[CH:16]=[C:17]([CH:20]=[CH:21][CH:22]=3)[C:18]([NH2:19])=[O:27])=[N:9][CH2:10][C:11](=[O:14])[N:12]([CH3:13])[C:6]=2[CH:5]=1. The yield is 0.600. (3) The reactants are [CH3:1][C:2]1[C:6](B(O)O)=[C:5]([CH3:10])[O:4][N:3]=1.[NH2:11][C:12]1[N:13]=[C:14]([N:23]2[CH2:28][CH2:27][N:26]([C:29](=[O:39])[CH2:30][O:31][C:32]3[CH:37]=[CH:36][C:35]([Cl:38])=[CH:34][CH:33]=3)[CH2:25][CH2:24]2)[C:15]2[N:21]=[C:20](Cl)[CH:19]=[CH:18][C:16]=2[N:17]=1. No catalyst specified. The product is [NH2:11][C:12]1[N:13]=[C:14]([N:23]2[CH2:24][CH2:25][N:26]([C:29](=[O:39])[CH2:30][O:31][C:32]3[CH:37]=[CH:36][C:35]([Cl:38])=[CH:34][CH:33]=3)[CH2:27][CH2:28]2)[C:15]2[N:21]=[C:20]([C:6]3[C:2]([CH3:1])=[N:3][O:4][C:5]=3[CH3:10])[CH:19]=[CH:18][C:16]=2[N:17]=1. The yield is 0.530.